Regression/Classification. Given a drug SMILES string, predict its absorption, distribution, metabolism, or excretion properties. Task type varies by dataset: regression for continuous measurements (e.g., permeability, clearance, half-life) or binary classification for categorical outcomes (e.g., BBB penetration, CYP inhibition). Dataset: b3db_classification. From a dataset of Blood-brain barrier permeability classification from the B3DB database. The result is 1 (penetrates BBB). The compound is CC(=O)[C@H]1CC[C@H]2[C@@H]3CC[C@@H]4C[C@H](O)CC[C@]4(C)[C@H]3CC[C@]12C.